This data is from Catalyst prediction with 721,799 reactions and 888 catalyst types from USPTO. The task is: Predict which catalyst facilitates the given reaction. (1) Reactant: [NH2:1][C:2]1[CH:3]=[C:4]([CH:15]=[CH:16][CH:17]=1)[C:5]([NH:7][C:8]1[CH:13]=[CH:12][C:11]([Br:14])=[CH:10][N:9]=1)=[O:6].[F:18][C:19]([F:30])([F:29])[C:20]1[CH:28]=[CH:27][CH:26]=[CH:25][C:21]=1[C:22](Cl)=O.CCN(C(C)C)C(C)C. Product: [F:18][C:19]([F:29])([F:30])[C:20]1[CH:28]=[CH:27][CH:26]=[CH:25][C:21]=1[CH2:22][NH:1][C:2]1[CH:3]=[C:4]([CH:15]=[CH:16][CH:17]=1)[C:5]([NH:7][C:8]1[CH:13]=[CH:12][C:11]([Br:14])=[CH:10][N:9]=1)=[O:6]. The catalyst class is: 4. (2) Reactant: [O:1]1[CH2:6][CH2:5][N:4]([C:7]2[C:8](=[O:13])[NH:9][CH:10]=[CH:11][N:12]=2)[CH2:3][CH2:2]1.[H-].[Na+].Cl[CH2:17][C:18]1[CH:28]=[CH:27][C:21]2[N:22]=[C:23]([S:25][CH3:26])[S:24][C:20]=2[CH:19]=1.O. Product: [CH3:26][S:25][C:23]1[S:24][C:20]2[CH:19]=[C:18]([CH2:17][N:9]3[CH:10]=[CH:11][N:12]=[C:7]([N:4]4[CH2:5][CH2:6][O:1][CH2:2][CH2:3]4)[C:8]3=[O:13])[CH:28]=[CH:27][C:21]=2[N:22]=1. The catalyst class is: 3. (3) Reactant: Cl[C:2]1[S:3][CH:4]=[C:5]([C:7]2[CH:12]=[CH:11][CH:10]=[CH:9][CH:8]=2)[N:6]=1.[C:13]([O:17][C:18]([N:20]1[CH2:25][CH2:24][NH:23][CH2:22][CH2:21]1)=[O:19])([CH3:16])([CH3:15])[CH3:14].C(=O)([O-])[O-].[K+].[K+].CN(C)C=O. Product: [C:7]1([C:5]2[N:6]=[C:2]([N:23]3[CH2:22][CH2:21][N:20]([C:18]([O:17][C:13]([CH3:16])([CH3:15])[CH3:14])=[O:19])[CH2:25][CH2:24]3)[S:3][CH:4]=2)[CH:12]=[CH:11][CH:10]=[CH:9][CH:8]=1. The catalyst class is: 6. (4) Reactant: [Cl:1][C:2]1[C:7]([Cl:8])=[CH:6][C:5]([N+:9]([O-:11])=[O:10])=[C:4](Cl)[N:3]=1.CCN(C(C)C)C(C)C.[CH:22]([O:25][C:26]1[NH:30][N:29]=[C:28]([NH2:31])[CH:27]=1)([CH3:24])[CH3:23]. Product: [Cl:8][C:7]1[CH:6]=[C:5]([N+:9]([O-:11])=[O:10])[C:4]([NH:31][C:28]2[CH:27]=[C:26]([O:25][CH:22]([CH3:24])[CH3:23])[NH:30][N:29]=2)=[N:3][C:2]=1[Cl:1]. The catalyst class is: 1. (5) Reactant: Cl[C:2]1[CH:11]=[CH:10][C:9]([S:12][CH3:13])=[CH:8][C:3]=1[C:4]([O:6][CH3:7])=[O:5].[Cu][C:15]#[N:16].O.C(OCC)(=O)C. Product: [C:15]([C:2]1[CH:11]=[CH:10][C:9]([S:12][CH3:13])=[CH:8][C:3]=1[C:4]([O:6][CH3:7])=[O:5])#[N:16]. The catalyst class is: 60. (6) Reactant: [F:1][C:2]1[CH:3]=[C:4]2[C:8](=[CH:9][CH:10]=1)[C:7](=[O:11])[CH2:6][CH2:5]2.[N-:12]=[N+]=[N-].[Na+].[OH-].[Na+].C(OCC)(=O)C. Product: [F:1][C:2]1[CH:3]=[C:4]2[C:8](=[CH:9][CH:10]=1)[C:7](=[O:11])[NH:12][CH2:6][CH2:5]2. The catalyst class is: 635.